From a dataset of Peptide-MHC class I binding affinity with 185,985 pairs from IEDB/IMGT. Regression. Given a peptide amino acid sequence and an MHC pseudo amino acid sequence, predict their binding affinity value. This is MHC class I binding data. (1) The binding affinity (normalized) is 0.0847. The MHC is HLA-B39:01 with pseudo-sequence HLA-B39:01. The peptide sequence is ALGGSCHTT. (2) The binding affinity (normalized) is 1.00. The MHC is HLA-A01:01 with pseudo-sequence HLA-A01:01. The peptide sequence is MTDKICWLY. (3) The peptide sequence is YSDIFNNVL. The MHC is HLA-A03:01 with pseudo-sequence HLA-A03:01. The binding affinity (normalized) is 0.0847. (4) The peptide sequence is RIARFHRPY. The MHC is HLA-A25:01 with pseudo-sequence HLA-A25:01. The binding affinity (normalized) is 0.0847. (5) The peptide sequence is ILMDTICGT. The MHC is HLA-A02:11 with pseudo-sequence HLA-A02:11. The binding affinity (normalized) is 1.00. (6) The peptide sequence is NITHTNITTL. The MHC is HLA-A02:03 with pseudo-sequence HLA-A02:03. The binding affinity (normalized) is 0.212.